The task is: Predict the reactants needed to synthesize the given product.. This data is from Full USPTO retrosynthesis dataset with 1.9M reactions from patents (1976-2016). (1) Given the product [OH:35][C:32]1([C:7]2[CH:12]=[CH:11][C:10]([CH2:13][OH:14])=[CH:9][N:8]=2)[CH2:31][CH2:30][N:29]([C:22]([O:24][C:25]([CH3:28])([CH3:27])[CH3:26])=[O:23])[CH2:34][CH2:33]1, predict the reactants needed to synthesize it. The reactants are: [Li]CCCC.Br[C:7]1[CH:12]=[CH:11][C:10]([CH2:13][O:14][Si](C(C)(C)C)(C)C)=[CH:9][N:8]=1.[C:22]([N:29]1[CH2:34][CH2:33][C:32](=[O:35])[CH2:31][CH2:30]1)([O:24][C:25]([CH3:28])([CH3:27])[CH3:26])=[O:23].[NH4+].[Cl-].[F-].C([N+](CCCC)(CCCC)CCCC)CCC.[SiH3]O[SiH3]. (2) The reactants are: CO[CH:3]1[CH2:7][CH2:6][CH:5](OC)[O:4]1.[Cl:10][C:11]1[CH:12]=[C:13]([CH:16]=[CH:17][C:18]=1[Cl:19])[CH2:14][NH2:15].[OH-].[Na+].[CH3:22][C:23]([CH3:25])=O.C(O)=O.C(O)=O. Given the product [Cl:10][C:11]1[CH:12]=[C:13]([CH2:14][N:15]2[CH:6]3[CH2:5][CH2:25][CH:23]2[CH2:22][C:3](=[O:4])[CH2:7]3)[CH:16]=[CH:17][C:18]=1[Cl:19], predict the reactants needed to synthesize it. (3) The reactants are: [F:1][C:2]1[CH:7]=[CH:6][C:5]([C:8]2[CH:20]=[C:11]3[CH:12]=[CH:13][C:14]([C:16]([F:19])([F:18])[F:17])=[CH:15][N:10]3[N:9]=2)=[CH:4][CH:3]=1.[C:21](OC(=O)C)(=[O:23])[CH3:22].[OH-].[Na+]. Given the product [F:1][C:2]1[CH:3]=[CH:4][C:5]([C:8]2[C:20]([C:21](=[O:23])[CH3:22])=[C:11]3[CH:12]=[CH:13][C:14]([C:16]([F:18])([F:17])[F:19])=[CH:15][N:10]3[N:9]=2)=[CH:6][CH:7]=1, predict the reactants needed to synthesize it. (4) Given the product [O:1]=[C:2]1[N:10]([CH2:11][CH2:12][CH3:13])[C:9]2[N:8]=[C:7]([CH:14]3[CH2:20][CH:19]4[CH:21]([CH2:22][C:23]([OH:25])=[O:24])[CH:16]([CH2:17][CH2:18]4)[CH2:15]3)[NH:6][C:5]=2[C:4](=[O:29])[N:3]1[CH2:30][CH2:31][CH3:32], predict the reactants needed to synthesize it. The reactants are: [O:1]=[C:2]1[N:10]([CH2:11][CH2:12][CH3:13])[C:9]2[N:8]=[C:7]([CH:14]3[CH2:20][CH:19]4[CH:21]([CH:22](C(O)=O)[C:23]([OH:25])=[O:24])[CH:16]([CH2:17][CH2:18]4)[CH2:15]3)[NH:6][C:5]=2[C:4](=[O:29])[N:3]1[CH2:30][CH2:31][CH3:32].[OH-].[K+].